Dataset: Ames mutagenicity test results for genotoxicity prediction. Task: Regression/Classification. Given a drug SMILES string, predict its toxicity properties. Task type varies by dataset: regression for continuous values (e.g., LD50, hERG inhibition percentage) or binary classification for toxic/non-toxic outcomes (e.g., AMES mutagenicity, cardiotoxicity, hepatotoxicity). Dataset: ames. (1) The drug is ONc1ccc(Cl)c(Cl)c1. The result is 0 (non-mutagenic). (2) The molecule is CNC(=O)Oc1cccc2c1OC(C)(C)C2. The result is 0 (non-mutagenic). (3) The drug is COc1cccc2c1cc1c3c(cc4c(c32)OCO4)C(=O)N1. The result is 1 (mutagenic). (4) The molecule is NCCNCCNCCNCCN. The result is 1 (mutagenic).